Predict the reactants needed to synthesize the given product. From a dataset of Full USPTO retrosynthesis dataset with 1.9M reactions from patents (1976-2016). (1) Given the product [CH:23]1([N:22]2[C:21]3[CH:29]=[CH:30][C:31]([C:33]([OH:35])=[O:34])=[CH:32][C:20]=3[N:19]=[C:18]2[C:13]2[CH:14]=[C:15]3[C:10](=[CH:11][CH:12]=2)[N:9]=[C:77]([C:68]2[C:69]([O:75][CH3:76])=[CH:70][C:71]([O:73][CH3:74])=[CH:72][C:67]=2[OH:66])[CH:78]=[CH:16]3)[CH2:24][CH2:25][CH2:26][CH2:27][CH2:28]1, predict the reactants needed to synthesize it. The reactants are: BrC1C=CC(O)=C(C2C=[CH:16][C:15]3[C:10](=[CH:11][CH:12]=[C:13]([C:18]4[N:22]([CH:23]5[CH2:28][CH2:27][CH2:26][CH2:25][CH2:24]5)[C:21]5[CH:29]=[CH:30][C:31]([C:33]([OH:35])=[O:34])=[CH:32][C:20]=5[N:19]=4)[CH:14]=3)[N:9]=2)C=1.C(OC(C1C=CC2N(C3CCCCC3)C(C3C=CC(N)=C(C=O)C=3)=NC=2C=1)=O)C.[OH:66][C:67]1[CH:72]=[C:71]([O:73][CH3:74])[CH:70]=[C:69]([O:75][CH3:76])[C:68]=1[C:77](=O)[CH3:78].[OH-].[K+]. (2) Given the product [F:1][C:2]1[CH:3]=[C:4]([CH:39]=[CH:40][CH:41]=1)[CH2:5][N:6]1[CH:10]=[CH:9][N:8]=[C:7]1[CH:11]([NH:31][C:32]([N:62]1[CH2:63][CH2:64][CH:65]([N:68]2[CH2:77][C:76]3[C:71](=[CH:72][CH:73]=[CH:74][CH:75]=3)[NH:70][C:69]2=[O:78])[CH2:66][CH2:67]1)=[O:33])[CH2:12][C:13]1[CH:14]=[C:15]2[C:19](=[C:20]([CH3:22])[CH:21]=1)[NH:18][N:17]=[CH:16]2, predict the reactants needed to synthesize it. The reactants are: [F:1][C:2]1[CH:3]=[C:4]([CH:39]=[CH:40][CH:41]=1)[CH2:5][N:6]1[CH:10]=[CH:9][N:8]=[C:7]1[CH:11]([NH:31][C:32](=O)[O:33]C(C)(C)C)[CH2:12][C:13]1[CH:21]=[C:20]([CH3:22])[C:19]2[C:15](=[CH:16][N:17](COCC[Si](C)(C)C)[N:18]=2)[CH:14]=1.Cl.C(C1NC=CN=1)(C1NC=CN=1)=O.C(N(CC)CC)C.[NH:62]1[CH2:67][CH2:66][CH:65]([N:68]2[CH2:77][C:76]3[C:71](=[CH:72][CH:73]=[CH:74][CH:75]=3)[NH:70][C:69]2=[O:78])[CH2:64][CH2:63]1. (3) Given the product [Cl:39][C:40]1[CH:48]=[CH:47][C:43]([N:44]([CH2:45][CH3:46])[C:19]([CH:12]2[C:13]3[C:18](=[CH:17][CH:16]=[CH:15][CH:14]=3)[N:9]([C:7](=[O:8])[C:6]3[CH:5]=[CH:4][C:3]([O:2][CH3:1])=[CH:23][CH:22]=3)[CH2:10][CH2:11]2)=[O:20])=[CH:42][CH:41]=1, predict the reactants needed to synthesize it. The reactants are: [CH3:1][O:2][C:3]1[CH:23]=[CH:22][C:6]([C:7]([N:9]2[C:18]3[C:13](=[CH:14][CH:15]=[CH:16][CH:17]=3)[CH:12]([C:19](O)=[O:20])[CH2:11][CH2:10]2)=[O:8])=[CH:5][CH:4]=1.C(Cl)(=O)C(Cl)=O.C(N(C(C)C)CC)(C)C.[Cl:39][C:40]1[CH:48]=[CH:47][C:43]([NH:44][CH2:45][CH3:46])=[CH:42][CH:41]=1.